Predict the product of the given reaction. From a dataset of Forward reaction prediction with 1.9M reactions from USPTO patents (1976-2016). (1) Given the reactants Cl.[F:2][C:3]1[CH:21]=[C:20]([S:22]([CH3:25])(=[O:24])=[O:23])[CH:19]=[CH:18][C:4]=1[O:5][CH2:6][C:7]1[N:11]=[CH:10][N:9]([CH:12]2[CH2:17][CH2:16][NH:15][CH2:14][CH2:13]2)[N:8]=1.C(=O)([O-])[O-].[K+].[K+].Cl[C:33]1[N:38]=[CH:37][C:36]([CH2:39][CH3:40])=[CH:35][N:34]=1, predict the reaction product. The product is: [CH2:39]([C:36]1[CH:35]=[N:34][C:33]([N:15]2[CH2:16][CH2:17][CH:12]([N:9]3[CH:10]=[N:11][C:7]([CH2:6][O:5][C:4]4[CH:18]=[CH:19][C:20]([S:22]([CH3:25])(=[O:24])=[O:23])=[CH:21][C:3]=4[F:2])=[N:8]3)[CH2:13][CH2:14]2)=[N:38][CH:37]=1)[CH3:40]. (2) Given the reactants [OH:1][C@@H:2]([C@H:45]([OH:52])[C@@H:46]([OH:51])[C@@H:47]([OH:50])[CH2:48][OH:49])[CH2:3][NH:4][C:5]([CH2:7][CH2:8][C@H:9]([NH:14][C:15](=[O:44])[C@@H:16]([NH:33][C:34]([O:36][CH2:37][C:38]1[CH:43]=[CH:42][CH:41]=[CH:40][CH:39]=1)=[O:35])[CH2:17][CH2:18][C:19](=[O:32])[NH:20][CH2:21][C@@H:22]([OH:31])[C@H:23]([OH:30])[C@@H:24]([OH:29])[C@@H:25]([OH:28])[CH2:26][OH:27])[C:10]([O:12]C)=[O:11])=[O:6].[OH-].[Li+], predict the reaction product. The product is: [OH:1][C@@H:2]([C@H:45]([OH:52])[C@@H:46]([OH:51])[C@@H:47]([OH:50])[CH2:48][OH:49])[CH2:3][NH:4][C:5]([CH2:7][CH2:8][C@H:9]([NH:14][C:15](=[O:44])[C@@H:16]([NH:33][C:34]([O:36][CH2:37][C:38]1[CH:43]=[CH:42][CH:41]=[CH:40][CH:39]=1)=[O:35])[CH2:17][CH2:18][C:19](=[O:32])[NH:20][CH2:21][C@@H:22]([OH:31])[C@H:23]([OH:30])[C@@H:24]([OH:29])[C@@H:25]([OH:28])[CH2:26][OH:27])[C:10]([OH:12])=[O:11])=[O:6]. (3) Given the reactants [CH3:1][C:2]1[N:7]=[N:6][C:5]([CH2:8][CH2:9][C:10]([OH:12])=[O:11])=[N:4][N:3]=1.[CH2:13]1[C:18](=[O:19])[N:17](OC(O[N:17]2[C:18](=[O:19])[CH2:13][CH2:14][C:15]2=[O:16])=O)[C:15](=[O:16])[CH2:14]1.C(N(C(C)C)CC)(C)C, predict the reaction product. The product is: [CH3:1][C:2]1[N:3]=[N:4][C:5]([CH2:8][CH2:9][C:10]([O:12][N:17]2[C:18](=[O:19])[CH2:13][CH2:14][C:15]2=[O:16])=[O:11])=[N:6][N:7]=1.